This data is from Full USPTO retrosynthesis dataset with 1.9M reactions from patents (1976-2016). The task is: Predict the reactants needed to synthesize the given product. Given the product [C:50]([C:49]([NH:48][C:8](=[O:10])[C:7]1[CH:6]=[CH:5][C:4]([O:3][C:2]([F:1])([F:14])[F:13])=[CH:12][CH:11]=1)([CH3:68])[CH2:52][O:53][C:54]1[C:55]([C:64]([F:66])([F:67])[F:65])=[CH:56][C:57]2[CH2:61][O:60][B:59]([OH:62])[C:58]=2[CH:63]=1)#[N:51], predict the reactants needed to synthesize it. The reactants are: [F:1][C:2]([F:14])([F:13])[O:3][C:4]1[CH:12]=[CH:11][C:7]([C:8]([OH:10])=O)=[CH:6][CH:5]=1.CCN(C(C)C)C(C)C.CN(C(ON1N=NC2C=CC=NC1=2)=[N+](C)C)C.F[P-](F)(F)(F)(F)F.[NH2:48][C:49]([CH3:68])([CH2:52][O:53][C:54]1[C:55]([C:64]([F:67])([F:66])[F:65])=[CH:56][C:57]2[CH2:61][O:60][B:59]([OH:62])[C:58]=2[CH:63]=1)[C:50]#[N:51].